Task: Regression. Given two drug SMILES strings and cell line genomic features, predict the synergy score measuring deviation from expected non-interaction effect.. Dataset: NCI-60 drug combinations with 297,098 pairs across 59 cell lines (1) Drug 1: CC(CN1CC(=O)NC(=O)C1)N2CC(=O)NC(=O)C2. Drug 2: CN(C)N=NC1=C(NC=N1)C(=O)N. Cell line: PC-3. Synergy scores: CSS=28.8, Synergy_ZIP=1.97, Synergy_Bliss=3.84, Synergy_Loewe=0.800, Synergy_HSA=3.57. (2) Drug 1: CC12CCC(CC1=CCC3C2CCC4(C3CC=C4C5=CN=CC=C5)C)O. Drug 2: CC1C(C(CC(O1)OC2CC(CC3=C2C(=C4C(=C3O)C(=O)C5=C(C4=O)C(=CC=C5)OC)O)(C(=O)CO)O)N)O.Cl. Cell line: A498. Synergy scores: CSS=54.5, Synergy_ZIP=5.36, Synergy_Bliss=6.86, Synergy_Loewe=-25.8, Synergy_HSA=5.76.